Dataset: Full USPTO retrosynthesis dataset with 1.9M reactions from patents (1976-2016). Task: Predict the reactants needed to synthesize the given product. (1) Given the product [C:23]([C:22]1[C:21]([O:28][CH3:29])=[CH:20][C:19]([CH:4]([C:5]([O:7][C:8]([CH3:9])([CH3:10])[CH3:11])=[O:6])[C:3]([O:13][C:14]([CH3:17])([CH3:16])[CH3:15])=[O:12])=[C:26]([F:27])[CH:25]=1)#[N:24], predict the reactants needed to synthesize it. The reactants are: [H-].[Na+].[C:3]([O:13][C:14]([CH3:17])([CH3:16])[CH3:15])(=[O:12])[CH2:4][C:5]([O:7][C:8]([CH3:11])([CH3:10])[CH3:9])=[O:6].F[C:19]1[C:26]([F:27])=[CH:25][C:22]([C:23]#[N:24])=[C:21]([O:28][CH3:29])[CH:20]=1.CCOC(C)=O. (2) Given the product [CH3:1][C@H:2]1[C@@H:18]([CH3:19])[N:7]2[C:8]3[CH:9]=[C:10]([C:15]([OH:17])=[O:16])[CH:11]=[CH:12][C:13]=3[CH:14]=[C:6]2[C:5](=[O:20])[NH:4][CH2:3]1, predict the reactants needed to synthesize it. The reactants are: [CH3:1][C@H:2]1[C@H:18]([CH3:19])[N:7]2[C:8]3[CH:9]=[C:10]([C:15]([OH:17])=[O:16])[CH:11]=[CH:12][C:13]=3[CH:14]=[C:6]2[C:5](=[O:20])[NH:4][CH2:3]1.C[C@H]1[C@H](C)OS(=O)(=O)N(C(OC(C)(C)C)=O)C1. (3) The reactants are: [Br:1][C:2]1[CH:3]=[C:4]([CH2:8][CH2:9][NH:10][CH2:11][C:12]2[CH:17]=[CH:16][C:15]([C:18]([CH3:21])([CH3:20])[CH3:19])=[CH:14][CH:13]=2)[CH:5]=[CH:6][CH:7]=1.[C:22]([O:26][C:27](O[C:27]([O:26][C:22]([CH3:25])([CH3:24])[CH3:23])=[O:28])=[O:28])([CH3:25])([CH3:24])[CH3:23].[NH4+].[Cl-]. Given the product [C:22]([O:26][C:27](=[O:28])[N:10]([CH2:9][CH2:8][C:4]1[CH:5]=[CH:6][CH:7]=[C:2]([Br:1])[CH:3]=1)[CH2:11][C:12]1[CH:13]=[CH:14][C:15]([C:18]([CH3:21])([CH3:20])[CH3:19])=[CH:16][CH:17]=1)([CH3:25])([CH3:24])[CH3:23], predict the reactants needed to synthesize it. (4) Given the product [CH3:14][C:15]1[CH:16]=[C:17]([NH:18][C:5](=[O:7])[C:4]2[CH:8]=[CH:9][C:10]([N+:11]([O-:13])=[O:12])=[C:2]([F:1])[CH:3]=2)[CH:19]=[CH:20][C:21]=1[CH3:22], predict the reactants needed to synthesize it. The reactants are: [F:1][C:2]1[CH:3]=[C:4]([CH:8]=[CH:9][C:10]=1[N+:11]([O-:13])=[O:12])[C:5]([OH:7])=O.[CH3:14][C:15]1[CH:16]=[C:17]([CH:19]=[CH:20][C:21]=1[CH3:22])[NH2:18].F[P-](F)(F)(F)(F)F.N1(O[P+](N(C)C)(N(C)C)N(C)C)C2C=CC=CC=2N=N1.CCN(C(C)C)C(C)C.[OH-].[Na+].